This data is from Catalyst prediction with 721,799 reactions and 888 catalyst types from USPTO. The task is: Predict which catalyst facilitates the given reaction. Reactant: [NH2:1][C:2]1[C:3]([CH3:13])=[C:4]([CH:9]=[C:10]([Br:12])[CH:11]=1)[C:5]([O:7][CH3:8])=[O:6].O=[C:15]1[CH2:20][CH2:19][CH:18]([NH:21][C:22](=[O:28])[O:23][C:24]([CH3:27])([CH3:26])[CH3:25])[CH2:17][CH2:16]1.C(O)(=O)C.C([BH3-])#N.[Na+]. The catalyst class is: 5. Product: [Br:12][C:10]1[CH:11]=[C:2]([NH:1][CH:15]2[CH2:16][CH2:17][CH:18]([NH:21][C:22]([O:23][C:24]([CH3:27])([CH3:26])[CH3:25])=[O:28])[CH2:19][CH2:20]2)[C:3]([CH3:13])=[C:4]([CH:9]=1)[C:5]([O:7][CH3:8])=[O:6].